Dataset: Forward reaction prediction with 1.9M reactions from USPTO patents (1976-2016). Task: Predict the product of the given reaction. (1) The product is: [CH3:33][N:32]([CH3:34])[C@@H:29]1[CH2:30][CH2:31][N:27]([C:25]([C:23]2[S:24][C:17]3[C:18](=[N:19][CH:20]=[CH:21][C:16]=3[O:1][C:2]3[CH:3]=[C:4]4[C:9](=[CH:10][CH:11]=3)[C:8]([C:12]([OH:14])=[O:13])=[CH:7][CH:6]=[CH:5]4)[CH:22]=2)=[O:26])[CH2:28]1. Given the reactants [OH:1][C:2]1[CH:3]=[C:4]2[C:9](=[CH:10][CH:11]=1)[C:8]([C:12]([OH:14])=[O:13])=[CH:7][CH:6]=[CH:5]2.Cl[C:16]1[CH:21]=[CH:20][N:19]=[C:18]2[CH:22]=[C:23]([C:25]([N:27]3[CH2:31][CH2:30][C@@H:29]([N:32]([CH3:34])[CH3:33])[CH2:28]3)=[O:26])[S:24][C:17]=12.C([O-])([O-])=O.[Cs+].[Cs+], predict the reaction product. (2) Given the reactants [C:12]([O:11][C:9](O[C:9]([O:11][C:12]([CH3:15])([CH3:14])[CH3:13])=[O:10])=[O:10])([CH3:15])([CH3:14])[CH3:13].[Br:16][C:17]1[C:25]2[C:20](=[N:21][CH:22]=[C:23]([C:26]3[C:35]4[C:30](=[CH:31][CH:32]=[CH:33][CH:34]=4)[CH:29]=[C:28]([NH:36][C:37](=[O:43])[O:38][C:39]([CH3:42])([CH3:41])[CH3:40])[N:27]=3)[CH:24]=2)[NH:19][CH:18]=1, predict the reaction product. The product is: [Br:16][C:17]1[C:25]2[C:20](=[N:21][CH:22]=[C:23]([C:26]3[C:35]4[C:30](=[CH:31][CH:32]=[CH:33][CH:34]=4)[CH:29]=[C:28]([NH:36][C:37]([O:38][C:39]([CH3:42])([CH3:41])[CH3:40])=[O:43])[N:27]=3)[CH:24]=2)[N:19]([C:9]([O:11][C:12]([CH3:13])([CH3:14])[CH3:15])=[O:10])[CH:18]=1. (3) Given the reactants C([O:8][C:9]1[CH:10]=[CH:11][C:12]2[C:13]3[S:21][C:20]([CH2:22][CH2:23][CH3:24])=[N:19][C:14]=3[CH:15]=[N:16][C:17]=2[CH:18]=1)C1C=CC=CC=1.Br.[OH-].[Na+], predict the reaction product. The product is: [CH2:22]([C:20]1[S:21][C:13]2[C:12]3[CH:11]=[CH:10][C:9]([OH:8])=[CH:18][C:17]=3[N:16]=[CH:15][C:14]=2[N:19]=1)[CH2:23][CH3:24].